From a dataset of Forward reaction prediction with 1.9M reactions from USPTO patents (1976-2016). Predict the product of the given reaction. (1) Given the reactants [CH2:1]([O:3][C:4](=[O:55])[C:5]([CH2:17][O:18][C:19](=[O:54])[CH2:20][C:21]1[CH:26]=[CH:25][C:24]([NH:27][C:28]([C:30]2[C:31]([C:36]3[CH:41]=[CH:40][C:39]([C:42]([F:45])([F:44])[F:43])=[CH:38][CH:37]=3)=[CH:32][CH:33]=[CH:34][CH:35]=2)=[O:29])=[C:23]([O:46]CC2C=CC=CC=2)[CH:22]=1)([C:11]1[CH:16]=[CH:15][CH:14]=[CH:13][CH:12]=1)[C:6]([O:8][CH2:9][CH3:10])=[O:7])[CH3:2], predict the reaction product. The product is: [CH2:9]([O:8][C:6](=[O:7])[C:5]([CH2:17][O:18][C:19](=[O:54])[CH2:20][C:21]1[CH:26]=[CH:25][C:24]([NH:27][C:28]([C:30]2[C:31]([C:36]3[CH:37]=[CH:38][C:39]([C:42]([F:43])([F:45])[F:44])=[CH:40][CH:41]=3)=[CH:32][CH:33]=[CH:34][CH:35]=2)=[O:29])=[C:23]([OH:46])[CH:22]=1)([C:11]1[CH:12]=[CH:13][CH:14]=[CH:15][CH:16]=1)[C:4]([O:3][CH2:1][CH3:2])=[O:55])[CH3:10]. (2) Given the reactants CC(C)([O-])C.[Na+].[NH:7]1[C:15]2[C:10](=[CH:11][CH:12]=[CH:13][CH:14]=2)[CH2:9][C@H:8]1[C:16]([OH:18])=[O:17].[Cl:19][C:20]1[N:21]=[N:22][C:23](Cl)=[CH:24][CH:25]=1.Cl, predict the reaction product. The product is: [Cl:19][C:20]1[N:21]=[N:22][C:23]([N:7]2[C:15]3[C:10](=[CH:11][CH:12]=[CH:13][CH:14]=3)[CH2:9][C@H:8]2[C:16]([OH:18])=[O:17])=[CH:24][CH:25]=1.